From a dataset of Reaction yield outcomes from USPTO patents with 853,638 reactions. Predict the reaction yield, written as a fraction of the theoretical maximum amount of product (1.0 means a 100% yield; for example, 0.34 means a 34% yield). (1) The reactants are [CH2:1]([N:5]1[C:10](=[O:11])[C:9]([CH2:12]OS(C)(=O)=O)=[CH:8][C:7]([C:18]2[CH:23]=[CH:22][C:21]([S:24]([CH3:26])=[O:25])=[CH:20][CH:19]=2)=[N:6]1)[CH:2]([CH3:4])[CH3:3].[CH3:27][N:28]1[CH2:33][CH2:32][NH:31][CH2:30][CH2:29]1. No catalyst specified. The product is [CH2:1]([N:5]1[C:10](=[O:11])[C:9]([CH2:12][N:31]2[CH2:32][CH2:33][N:28]([CH3:27])[CH2:29][CH2:30]2)=[CH:8][C:7]([C:18]2[CH:23]=[CH:22][C:21]([S:24]([CH3:26])=[O:25])=[CH:20][CH:19]=2)=[N:6]1)[CH:2]([CH3:4])[CH3:3]. The yield is 0.618. (2) The reactants are [CH:1]([N:4]1[CH:8]=[CH:7][C:6]([CH:9]([N:14]2[CH2:20][CH2:19][CH2:18][N:17]([C:21]3[C:22]([O:31][CH3:32])=[CH:23][CH:24]=[C:25]4[C:30]=3[N:29]=[CH:28][CH:27]=[CH:26]4)[CH2:16][CH2:15]2)[CH2:10][C:11]([OH:13])=O)=[N:5]1)([CH3:3])[CH3:2].[N:33]1([CH2:38][CH2:39][NH2:40])[CH2:37][CH2:36][CH2:35][CH2:34]1.C(N(CC)C(C)C)(C)C.CN(C(ON1N=NC2C=CC=NC1=2)=[N+](C)C)C.F[P-](F)(F)(F)(F)F. The catalyst is CN(C=O)C.O. The product is [CH:1]([N:4]1[CH:8]=[CH:7][C:6]([CH:9]([N:14]2[CH2:20][CH2:19][CH2:18][N:17]([C:21]3[C:22]([O:31][CH3:32])=[CH:23][CH:24]=[C:25]4[C:30]=3[N:29]=[CH:28][CH:27]=[CH:26]4)[CH2:16][CH2:15]2)[CH2:10][C:11]([NH:40][CH2:39][CH2:38][N:33]2[CH2:37][CH2:36][CH2:35][CH2:34]2)=[O:13])=[N:5]1)([CH3:3])[CH3:2]. The yield is 0.860. (3) The reactants are [CH2:1]([O:8][C:9]1[CH:18]=[C:17]2[C:12]([C:13](Cl)=[N:14][CH:15]=[N:16]2)=[CH:11][C:10]=1[O:20][CH3:21])[C:2]1[CH:7]=[CH:6][CH:5]=[CH:4][CH:3]=1.C(=O)([O-])[O-].[K+].[K+].[OH:28][C:29]1[CH:38]=[C:37]2[C:32]([CH:33]=[CH:34][CH:35]=[N:36]2)=[CH:31][CH:30]=1.[OH-].[Na+]. The catalyst is CN(C=O)C. The product is [CH2:1]([O:8][C:9]1[CH:18]=[C:17]2[C:12]([C:13]([O:28][C:29]3[CH:38]=[C:37]4[C:32]([CH:33]=[CH:34][CH:35]=[N:36]4)=[CH:31][CH:30]=3)=[N:14][CH:15]=[N:16]2)=[CH:11][C:10]=1[O:20][CH3:21])[C:2]1[CH:7]=[CH:6][CH:5]=[CH:4][CH:3]=1. The yield is 0.600. (4) The reactants are [I:1][C:2]1[CH:3]=[C:4]2[C:8](=[CH:9][CH:10]=1)[NH:7][C:6](=[O:11])[C:5]2=O.[CH3:13][C:14]1[CH:23]=[CH:22][C:17]([C:18]([NH:20][NH2:21])=[O:19])=[CH:16][CH:15]=1. The catalyst is C(O)(=O)C. The product is [I:1][C:2]1[CH:3]=[C:4]2[C:8](=[CH:9][CH:10]=1)[NH:7][C:6](=[O:11])[C:5]2=[N:21][NH:20][C:18](=[O:19])[C:17]1[CH:22]=[CH:23][C:14]([CH3:13])=[CH:15][CH:16]=1. The yield is 0.800. (5) The reactants are Cl[C:2]1[N:7]=[C:6]([NH:8][C:9]2[CH:14]=[CH:13][C:12]([N:15]3[CH2:20][CH2:19][N:18]([C:21](=[O:23])[CH3:22])[CH2:17][CH2:16]3)=[CH:11][C:10]=2[O:24][CH:25]([F:27])[F:26])[C:5]([F:28])=[CH:4][N:3]=1.C(OC([N:36]1[CH2:41][CH2:40][N:39]([C:42]2[CH:47]=[CH:46][C:45]([NH2:48])=[C:44]([O:49][CH3:50])[CH:43]=2)[CH2:38][CH2:37]1)=O)(C)(C)C. The catalyst is C(OC(O)C)C.Cl. The product is [F:26][CH:25]([F:27])[O:24][C:10]1[CH:11]=[C:12]([N:15]2[CH2:20][CH2:19][N:18]([C:21](=[O:23])[CH3:22])[CH2:17][CH2:16]2)[CH:13]=[CH:14][C:9]=1[NH:8][C:6]1[C:5]([F:28])=[CH:4][N:3]=[C:2]([NH:48][C:45]2[CH:46]=[CH:47][C:42]([N:39]3[CH2:38][CH2:37][NH:36][CH2:41][CH2:40]3)=[CH:43][C:44]=2[O:49][CH3:50])[N:7]=1. The yield is 0.220. (6) The reactants are O=P12OP3(OP(OP(O3)(O1)=O)(=O)O2)=O.FC(F)(F)C(O)=O.C(OC([C:29]1[CH:33]=[CH:32][S:31][C:30]=1[N:34]([CH:36]=[C:37]([C:43]([O:45]CC)=O)[C:38]([O:40][CH2:41][CH3:42])=[O:39])[CH3:35])=O)(C)(C)C. The catalyst is C1(C)C=CC=CC=1. The product is [CH3:35][N:34]1[CH:36]=[C:37]([C:38]([O:40][CH2:41][CH3:42])=[O:39])[C:43](=[O:45])[C:29]2[CH:33]=[CH:32][S:31][C:30]1=2. The yield is 0.750. (7) The reactants are C1(O[C:8](=[O:16])[NH:9][C:10]2[CH:11]=[N:12][CH:13]=[CH:14][CH:15]=2)C=CC=CC=1.C([N:24]1[CH2:29][CH2:28][NH:27][CH2:26][CH2:25]1)(OC(C)(C)C)=O.[ClH:30]. The catalyst is CO. The product is [ClH:30].[ClH:30].[N:12]1[CH:13]=[CH:14][CH:15]=[C:10]([NH:9][C:8]([N:24]2[CH2:29][CH2:28][NH:27][CH2:26][CH2:25]2)=[O:16])[CH:11]=1. The yield is 0.840.